From a dataset of Catalyst prediction with 721,799 reactions and 888 catalyst types from USPTO. Predict which catalyst facilitates the given reaction. (1) Reactant: I[C:2]1[C:10]2[C:5](=[CH:6][N:7]=[C:8]([C:11]3[CH:12]=[N:13][CH:14]=[CH:15][CH:16]=3)[CH:9]=2)[NH:4][N:3]=1.[O:17]1[CH2:22][CH2:21][CH2:20][C:19](B2OC(C)(C)C(C)(C)O2)=[CH:18]1.C([O-])([O-])=O.[Na+].[Na+]. Product: [O:17]1[CH:18]=[C:19]([C:2]2[C:10]3[C:5](=[CH:6][N:7]=[C:8]([C:11]4[CH:12]=[N:13][CH:14]=[CH:15][CH:16]=4)[CH:9]=3)[NH:4][N:3]=2)[CH2:20][CH2:21][CH2:22]1. The catalyst class is: 294. (2) Reactant: I[C:2]1[CH:7]=[CH:6][N:5]=[C:4]([F:8])[CH:3]=1.C(N(CC)CC)C.[C:16]([C:18]1[CH:23]=[CH:22][N:21]=[C:20]([S:24][CH3:25])[N:19]=1)#[CH:17]. Product: [F:8][C:4]1[CH:3]=[C:2]([C:17]#[C:16][C:18]2[CH:23]=[CH:22][N:21]=[C:20]([S:24][CH3:25])[N:19]=2)[CH:7]=[CH:6][N:5]=1. The catalyst class is: 804. (3) Reactant: [C:1]([C:3]1[CH:8]=[CH:7][C:6]([C:9]2[N:13]3[CH:14]=[C:15]([C:18]4[CH:26]=[CH:25][C:21]([C:22]([OH:24])=O)=[CH:20][CH:19]=4)[CH:16]=[CH:17][C:12]3=[N:11][CH:10]=2)=[CH:5][CH:4]=1)#[N:2].CN1CCN([C:34]2([CH3:40])[CH2:39][CH2:38][NH:37][CH2:36][CH2:35]2)CC1.CN(C(O[N:49]1N=N[C:51]2C=CC=N[C:50]1=2)=[N+](C)C)C.F[P-](F)(F)(F)(F)F.CN1CCOCC1.C[N:73]([CH:75]=[O:76])C. Product: [CH3:40][C:34]1([C:75]2[O:76][C:50]([CH3:51])=[N:49][N:73]=2)[CH2:39][CH2:38][N:37]([C:22]([C:21]2[CH:20]=[CH:19][C:18]([C:15]3[CH:16]=[CH:17][C:12]4[N:13]([C:9]([C:6]5[CH:5]=[CH:4][C:3]([C:1]#[N:2])=[CH:8][CH:7]=5)=[CH:10][N:11]=4)[CH:14]=3)=[CH:26][CH:25]=2)=[O:24])[CH2:36][CH2:35]1. The catalyst class is: 25. (4) Reactant: CS(O[CH2:6][C@H:7]([C:17]1[CH:22]=[CH:21][C:20]([Br:23])=[CH:19][C:18]=1[CH3:24])[CH2:8][O:9][CH2:10][C:11]1[CH:16]=[CH:15][CH:14]=[CH:13][CH:12]=1)(=O)=O.CCCC[N+](CCCC)(CCCC)CCCC.[F-:42].C(OCC)C. Product: [CH2:10]([O:9][CH2:8][C@@H:7]([C:17]1[CH:22]=[CH:21][C:20]([Br:23])=[CH:19][C:18]=1[CH3:24])[CH2:6][F:42])[C:11]1[CH:16]=[CH:15][CH:14]=[CH:13][CH:12]=1. The catalyst class is: 218. (5) Reactant: [CH2:1]([C:4]1[C:5](Cl)=[N:6][CH:7]=[N:8][C:9]=1[Cl:10])[CH:2]=[CH2:3].C([Sn](CCCC)(CCCC)[C:17]1[CH:22]=[CH:21][CH:20]=[CH:19][N:18]=1)CCC. Product: [CH2:1]([C:4]1[C:9]([Cl:10])=[N:8][CH:7]=[N:6][C:5]=1[C:17]1[CH:22]=[CH:21][CH:20]=[CH:19][N:18]=1)[CH:2]=[CH2:3]. The catalyst class is: 3. (6) Reactant: [OH-:1].[Na+].[C:3]([C:5]1[CH:6]=[CH:7][C:8]([C:11]2[N:15]([C:16]3[CH:17]=[N:18][C:19]([O:22][CH3:23])=[CH:20][CH:21]=3)[N:14]=[C:13]([C:24]([N:26]3[CH2:31][CH2:30][C:29]([F:33])([F:32])[CH2:28][CH2:27]3)=[O:25])[N:12]=2)=[N:9][CH:10]=1)#[N:4].O. Product: [C:3]([C:5]1[CH:6]=[CH:7][C:8]([C:11]2[N:15]([C:16]3[CH:17]=[N:18][C:19]([O:22][CH3:23])=[CH:20][CH:21]=3)[N:14]=[C:13]([C:24]([N:26]3[CH2:27][CH2:28][C:29]([F:33])([F:32])[CH2:30][CH2:31]3)=[O:25])[N:12]=2)=[N:9][CH:10]=1)(=[O:1])[NH2:4]. The catalyst class is: 111. (7) Reactant: [H-].[Na+].[Br:3][C:4]1[CH:5]=[C:6]2[CH:12]=[N:11][NH:10][C:7]2=[N:8][CH:9]=1.[H][H].[C:15]1([S:21](Cl)(=[O:23])=[O:22])[CH:20]=[CH:19][CH:18]=[CH:17][CH:16]=1. Product: [Br:3][C:4]1[CH:5]=[C:6]2[CH:12]=[N:11][N:10]([S:21]([C:15]3[CH:20]=[CH:19][CH:18]=[CH:17][CH:16]=3)(=[O:23])=[O:22])[C:7]2=[N:8][CH:9]=1. The catalyst class is: 35. (8) Reactant: CON(C)[C:4]([C:6]1[CH:7]=[N:8][C:9]2[C:14]([CH:15]=1)=[CH:13][CH:12]=[CH:11][CH:10]=2)=[O:5].[H-].[H-].[H-].[H-].[Li+].[Al+3]. Product: [N:8]1[C:9]2[C:14](=[CH:13][CH:12]=[CH:11][CH:10]=2)[CH:15]=[C:6]([CH:4]=[O:5])[CH:7]=1. The catalyst class is: 1. (9) Reactant: [CH3:1][O:2][C:3]1[CH:8]=[CH:7][C:6]([C:9](O)=[CH:10][C:11]2[N:20]=[CH:19][CH:18]=[CH:17][C:12]=2[C:13]([NH:15]C)=[O:14])=[CH:5][CH:4]=1.N. Product: [CH3:1][O:2][C:3]1[CH:8]=[CH:7][C:6]([C:9]2[NH:15][C:13](=[O:14])[C:12]3[CH:17]=[CH:18][CH:19]=[N:20][C:11]=3[CH:10]=2)=[CH:5][CH:4]=1. The catalyst class is: 12. (10) Reactant: C([O:8][C:9]1[CH:14]=[CH:13][C:12]([S:15]([N:18]2[C:24](=[O:25])[C@:23]3([CH3:26])[C@H:19]2[CH2:20][CH2:21][CH2:22]3)(=[O:17])=[O:16])=[CH:11][CH:10]=1)C1C=CC=CC=1. Product: [OH:8][C:9]1[CH:14]=[CH:13][C:12]([S:15]([N:18]2[C:24](=[O:25])[C@:23]3([CH3:26])[C@H:19]2[CH2:20][CH2:21][CH2:22]3)(=[O:17])=[O:16])=[CH:11][CH:10]=1. The catalyst class is: 153.